This data is from Full USPTO retrosynthesis dataset with 1.9M reactions from patents (1976-2016). The task is: Predict the reactants needed to synthesize the given product. (1) Given the product [CH3:13][O:14][C:15]([C@@H:17]1[CH2:21][C@H:20]([O:12][C:8]2[CH:7]=[C:6]3[C:11]([C:2]([Cl:1])=[N:3][CH:4]=[N:5]3)=[CH:10][CH:9]=2)[CH2:19][N:18]1[C:23]([O:25][C:26]([CH3:29])([CH3:28])[CH3:27])=[O:24])=[O:16], predict the reactants needed to synthesize it. The reactants are: [Cl:1][C:2]1[C:11]2[C:6](=[CH:7][C:8]([OH:12])=[CH:9][CH:10]=2)[N:5]=[CH:4][N:3]=1.[CH3:13][O:14][C:15]([C@@H:17]1[CH2:21][C@@H:20](O)[CH2:19][N:18]1[C:23]([O:25][C:26]([CH3:29])([CH3:28])[CH3:27])=[O:24])=[O:16].C1(P(C2C=CC=CC=2)C2C=CC=CC=2)C=CC=CC=1.N(C(OC(C)C)=O)=NC(OC(C)C)=O. (2) The reactants are: Br.[CH3:2][O:3][C:4]1[CH:5]=[C:6]2[C:15](=[CH:16][CH:17]=1)[C:10]1[N:11]=[C:12]([NH2:14])[S:13][C:9]=1[CH2:8][CH2:7]2.[Br:18][C:19]1[CH:23]=[C:22]([Cl:24])[S:21][C:20]=1[S:25](Cl)(=[O:27])=[O:26]. Given the product [Br:18][C:19]1[CH:23]=[C:22]([Cl:24])[S:21][C:20]=1[S:25]([NH:14][C:12]1[S:13][C:9]2[CH2:8][CH2:7][C:6]3[C:15](=[CH:16][CH:17]=[C:4]([O:3][CH3:2])[CH:5]=3)[C:10]=2[N:11]=1)(=[O:27])=[O:26], predict the reactants needed to synthesize it. (3) Given the product [F:23][C:16]1[CH:15]=[C:14]([CH:24]([NH:26][C:27]([C:29]2[N:30]=[C:31]([C:3]3[CH:4]=[CH:5][CH:6]=[CH:7][C:2]=3[Cl:1])[O:32][CH:33]=2)=[O:28])[CH3:25])[CH:13]=[C:12]([F:11])[C:17]=1[NH:18][S:19]([CH3:22])(=[O:21])=[O:20], predict the reactants needed to synthesize it. The reactants are: [Cl:1][C:2]1[CH:7]=[CH:6][CH:5]=[CH:4][C:3]=1B(O)O.[F:11][C:12]1[CH:13]=[C:14]([CH:24]([NH:26][C:27]([C:29]2[N:30]=[C:31](Cl)[O:32][CH:33]=2)=[O:28])[CH3:25])[CH:15]=[C:16]([F:23])[C:17]=1[NH:18][S:19]([CH3:22])(=[O:21])=[O:20].C([O-])([O-])=O.[Cs+].[Cs+]. (4) Given the product [CH3:1][O:2][C:3]1[C:4]([C:14]([OH:16])([CH3:17])[CH3:15])=[CH:5][C:6]2[CH2:7][CH2:8][CH2:9][CH:10]([CH3:13])[C:11]=2[CH:12]=1, predict the reactants needed to synthesize it. The reactants are: [CH3:1][O:2][C:3]1[C:4]([C:14](=[O:16])[CH3:15])=[CH:5][C:6]2[CH2:7][CH2:8][CH2:9][CH:10]([CH3:13])[C:11]=2[CH:12]=1.[CH3:17][Mg]Br. (5) Given the product [O:3]1[C:8]2=[CH:9][CH:10]=[CH:11][C:7]2=[CH:6][C:5]([CH:12]2[CH2:17][CH2:16][CH2:15][CH2:14][N:13]2[CH2:18][CH2:19][C@H:20]2[CH2:21][CH2:22][C@H:23]([NH:26][C:32](=[O:33])[C:31]3[CH:35]=[CH:36][C:28]([Cl:27])=[CH:29][CH:30]=3)[CH2:24][CH2:25]2)=[CH:4]1, predict the reactants needed to synthesize it. The reactants are: Cl.Cl.[O:3]1[C:8]2=[CH:9][CH:10]=[CH:11][C:7]2=[CH:6][C:5]([CH:12]2[CH2:17][CH2:16][CH2:15][CH2:14][N:13]2[CH2:18][CH2:19][C@H:20]2[CH2:25][CH2:24][C@H:23]([NH2:26])[CH2:22][CH2:21]2)=[CH:4]1.[Cl:27][C:28]1[CH:36]=[CH:35][C:31]([C:32](O)=[O:33])=[CH:30][CH:29]=1. (6) Given the product [CH2:9]=[C:10]1[CH2:14][CH2:13][C:12]([C:23]([OH:24])([CH3:25])[CH3:22])([C:15]([O:17][C:18]([CH3:21])([CH3:20])[CH3:19])=[O:16])[CH2:11]1, predict the reactants needed to synthesize it. The reactants are: C(NC(C)C)(C)C.[Li].[CH2:9]=[C:10]1[CH2:14][CH2:13][CH:12]([C:15]([O:17][C:18]([CH3:21])([CH3:20])[CH3:19])=[O:16])[CH2:11]1.[CH3:22][C:23]([CH3:25])=[O:24]. (7) Given the product [C:1]([O:4][C@@H:5]1[C@@H:10]([O:11][C:12](=[O:14])[CH3:13])[C@H:9]([O:15][C:16](=[O:18])[CH3:17])[C@@H:8]([CH2:19][O:20][C:21](=[O:23])[CH3:22])[O:7][C@H:6]1[C:24]1[CH:29]=[CH:28][C:27]([CH3:30])=[C:26]([CH2:31][C:32]2[S:33][C:34]([C:38]#[N:39])=[CH:35][CH:36]=2)[CH:25]=1)(=[O:3])[CH3:2], predict the reactants needed to synthesize it. The reactants are: [C:1]([O:4][C@@H:5]1[C@@H:10]([O:11][C:12](=[O:14])[CH3:13])[C@H:9]([O:15][C:16](=[O:18])[CH3:17])[C@@H:8]([CH2:19][O:20][C:21](=[O:23])[CH3:22])[O:7][C@H:6]1[C:24]1[CH:29]=[CH:28][C:27]([CH3:30])=[C:26]([CH2:31][C:32]2[S:33][C:34](Br)=[CH:35][CH:36]=2)[CH:25]=1)(=[O:3])[CH3:2].[CH3:38][N:39](C)C(=O)C. (8) Given the product [CH2:6]([NH:5][C:3](=[O:4])[C@H:2]([NH:1][C:15](=[O:16])[O:17][C:18]([CH3:21])([CH3:20])[CH3:19])[CH2:13][OH:14])[C:7]1[CH:12]=[CH:11][CH:10]=[CH:9][CH:8]=1, predict the reactants needed to synthesize it. The reactants are: [NH2:1][C@H:2]([CH2:13][OH:14])[C:3]([NH:5][CH2:6][C:7]1[CH:12]=[CH:11][CH:10]=[CH:9][CH:8]=1)=[O:4].[C:15](O[C:15]([O:17][C:18]([CH3:21])([CH3:20])[CH3:19])=[O:16])([O:17][C:18]([CH3:21])([CH3:20])[CH3:19])=[O:16]. (9) Given the product [CH3:1][O:2][C:3]1[N:8]=[CH:7][C:6]([CH:9]([O:13][C:14]2[CH:15]=[C:16]3[C:20](=[CH:21][CH:22]=2)[N:19]([C:23]2[CH:24]=[N:25][CH:26]=[CH:27][CH:28]=2)[N:18]=[CH:17]3)[CH:10]([NH:12][S:39]([CH:36]2[CH2:38][CH2:37]2)(=[O:41])=[O:40])[CH3:11])=[CH:5][CH:4]=1, predict the reactants needed to synthesize it. The reactants are: [CH3:1][O:2][C:3]1[N:8]=[CH:7][C:6]([CH:9]([O:13][C:14]2[CH:15]=[C:16]3[C:20](=[CH:21][CH:22]=2)[N:19]([C:23]2[CH:24]=[N:25][CH:26]=[CH:27][CH:28]=2)[N:18]=[CH:17]3)[CH:10]([NH2:12])[CH3:11])=[CH:5][CH:4]=1.C(N(CC)CC)C.[CH:36]1([S:39](Cl)(=[O:41])=[O:40])[CH2:38][CH2:37]1.[NH4+].[Cl-].